This data is from Peptide-MHC class I binding affinity with 185,985 pairs from IEDB/IMGT. The task is: Regression. Given a peptide amino acid sequence and an MHC pseudo amino acid sequence, predict their binding affinity value. This is MHC class I binding data. (1) The peptide sequence is SRWGYQVKH. The MHC is HLA-A26:01 with pseudo-sequence HLA-A26:01. The binding affinity (normalized) is 0.0847. (2) The peptide sequence is HTTTGRTSL. The MHC is HLA-B27:05 with pseudo-sequence HLA-B27:05. The binding affinity (normalized) is 0.0847. (3) The peptide sequence is ALYSPPLISI. The MHC is HLA-A02:06 with pseudo-sequence HLA-A02:06. The binding affinity (normalized) is 0.530. (4) The peptide sequence is FTRMVVAAL. The MHC is HLA-B08:01 with pseudo-sequence HLA-B08:01. The binding affinity (normalized) is 0.683. (5) The peptide sequence is APFMSDLQF. The MHC is HLA-B51:01 with pseudo-sequence HLA-B51:01. The binding affinity (normalized) is 0.0221. (6) The peptide sequence is LPSCPTNFCIF. The MHC is HLA-C04:01 with pseudo-sequence HLA-C04:01. The binding affinity (normalized) is 0.0847. (7) The MHC is HLA-A31:01 with pseudo-sequence HLA-A31:01. The binding affinity (normalized) is 0. The peptide sequence is LFHGGEPIK. (8) The peptide sequence is SLLRKFLYCI. The MHC is HLA-A02:01 with pseudo-sequence HLA-A02:01. The binding affinity (normalized) is 0.462. (9) The peptide sequence is AVIRANNNR. The MHC is HLA-A11:01 with pseudo-sequence HLA-A11:01. The binding affinity (normalized) is 0.290. (10) The MHC is HLA-B57:01 with pseudo-sequence HLA-B57:01. The peptide sequence is GHMMVIFRL. The binding affinity (normalized) is 0.0847.